This data is from Forward reaction prediction with 1.9M reactions from USPTO patents (1976-2016). The task is: Predict the product of the given reaction. (1) Given the reactants [CH:1]([C:3]1[CH:10]=[CH:9][CH:8]=[CH:7][C:4]=1[C:5]#[N:6])=O.C(O)(=O)[CH2:12][C:13]([OH:15])=[O:14].N1CCCCC1.Cl, predict the reaction product. The product is: [C:5]([C:4]1[CH:7]=[CH:8][CH:9]=[CH:10][C:3]=1/[CH:1]=[CH:12]/[C:13]([OH:15])=[O:14])#[N:6]. (2) Given the reactants [CH:1]([C:3]1[CH:17]=[CH:16][C:6]([O:7][CH2:8][C:9]([O:11][C:12]([CH3:15])([CH3:14])[CH3:13])=[O:10])=[CH:5][CH:4]=1)=O.[NH2:18][C:19]1[CH:24]=[CH:23][C:22]([CH3:25])=[CH:21][CH:20]=1, predict the reaction product. The product is: [CH3:25][C:22]1[CH:23]=[CH:24][C:19](/[N:18]=[CH:1]/[C:3]2[CH:17]=[CH:16][C:6]([O:7][CH2:8][C:9]([O:11][C:12]([CH3:15])([CH3:14])[CH3:13])=[O:10])=[CH:5][CH:4]=2)=[CH:20][CH:21]=1. (3) Given the reactants [C:1]([C:5]1[CH:6]=[C:7]2[C:11](=[CH:12][CH:13]=1)[C:10](=[O:14])[NH:9][CH2:8]2)([CH3:4])([CH3:3])[CH3:2].[C:15]([O:18][CH2:19][C:20]1[C:25]([Br:26])=[CH:24][CH:23]=[CH:22][C:21]=1Br)(=[O:17])[CH3:16].C(=O)([O-])[O-].[Cs+].[Cs+].CNCCNC, predict the reaction product. The product is: [C:15]([O:18][CH2:19][C:20]1[C:21]([N:9]2[CH2:8][C:7]3[C:11](=[CH:12][CH:13]=[C:5]([C:1]([CH3:4])([CH3:2])[CH3:3])[CH:6]=3)[C:10]2=[O:14])=[CH:22][CH:23]=[CH:24][C:25]=1[Br:26])(=[O:17])[CH3:16]. (4) Given the reactants [Cl:1][C:2]1[CH:10]=[C:9]2[C:5]([C:6]([C:11]([N:13]3[CH2:18][CH2:17][C:16]4([C:22]5[CH:23]=[CH:24][CH:25]=[CH:26][C:21]=5[CH2:20][O:19]4)[CH2:15][CH2:14]3)=[O:12])=[CH:7][NH:8]2)=[CH:4][CH:3]=1.Cl[CH2:28][CH2:29][CH2:30][N:31]1[CH2:36][CH2:35][O:34][CH2:33][CH2:32]1, predict the reaction product. The product is: [Cl:1][C:2]1[CH:10]=[C:9]2[C:5]([C:6]([C:11]([N:13]3[CH2:18][CH2:17][C:16]4([C:22]5[CH:23]=[CH:24][CH:25]=[CH:26][C:21]=5[CH2:20][O:19]4)[CH2:15][CH2:14]3)=[O:12])=[CH:7][N:8]2[CH2:28][CH2:29][CH2:30][N:31]2[CH2:36][CH2:35][O:34][CH2:33][CH2:32]2)=[CH:4][CH:3]=1. (5) Given the reactants [C:1](O)(C(F)(F)F)=O.C(Cl)Cl.[Cl:11][C:12]1[CH:17]=[CH:16][C:15]([C:18]2[S:26][C:25]3[C:24](=[O:27])[N:23]([C:28]4[CH:44]=[CH:43][C:31]([O:32][CH2:33][CH2:34][NH:35][C:36](=O)[O:37]C(C)(C)C)=[C:30]([O:45][CH3:46])[CH:29]=4)[CH:22]=[N:21][C:20]=3[CH:19]=2)=[CH:14][CH:13]=1.CC(OC(C)=O)=O.CCN(CC)CC, predict the reaction product. The product is: [Cl:11][C:12]1[CH:13]=[CH:14][C:15]([C:18]2[S:26][C:25]3[C:24](=[O:27])[N:23]([C:28]4[CH:44]=[CH:43][C:31]([O:32][CH2:33][CH2:34][NH:35][C:36](=[O:37])[CH3:1])=[C:30]([O:45][CH3:46])[CH:29]=4)[CH:22]=[N:21][C:20]=3[CH:19]=2)=[CH:16][CH:17]=1. (6) Given the reactants [CH3:1][N:2]1[CH:6]=[CH:5][N:4]=[C:3]1[C:7](=[O:17])[CH2:8][NH:9]C(=O)OC(C)(C)C.CO.[ClH:20], predict the reaction product. The product is: [ClH:20].[ClH:20].[NH2:9][CH2:8][C:7]([C:3]1[N:2]([CH3:1])[CH:6]=[CH:5][N:4]=1)=[O:17]. (7) The product is: [CH3:1][O:2][C:3](=[O:22])[C:4]1[CH:15]=[C:14]([O:16][CH2:17][CH2:18][CH2:19][CH:20]=[CH2:21])[CH:13]=[C:6]([C:7]2[O:12][CH:11]=[CH:10][N:9]=2)[CH:5]=1. Given the reactants [CH3:1][O:2][C:3](=[O:22])[C:4]1[CH:15]=[C:14]([O:16][CH2:17][CH2:18][CH2:19][CH:20]=[CH2:21])[CH:13]=[C:6]([C:7]([NH:9][CH2:10][CH:11]=[O:12])=O)[CH:5]=1.ClC(Cl)(Cl)C(Cl)(Cl)Cl.C1(P(C2C=CC=CC=2)C2C=CC=CC=2)C=CC=CC=1.N1C=CC=CC=1.[Cl-].[Na+], predict the reaction product. (8) Given the reactants CS([C:4]1[N:9]=[CH:8][C:7]2=[CH:10][CH:11]=[C:12]([C:13]3[CH:14]=[N:15][CH:16]=[CH:17][CH:18]=3)[N:6]2[N:5]=1)=O.[CH3:19][N:20]1[CH2:25][CH2:24][N:23]([CH2:26][CH2:27][CH2:28][O:29][C:30]2[CH:35]=[CH:34][C:33]([NH2:36])=[CH:32][CH:31]=2)[CH2:22][CH2:21]1.COCC(O)C.C(N(CC)C(C)C)(C)C, predict the reaction product. The product is: [CH3:19][N:20]1[CH2:21][CH2:22][N:23]([CH2:26][CH2:27][CH2:28][O:29][C:30]2[CH:31]=[CH:32][C:33]([NH:36][C:4]3[N:9]=[CH:8][C:7]4=[CH:10][CH:11]=[C:12]([C:13]5[CH:14]=[N:15][CH:16]=[CH:17][CH:18]=5)[N:6]4[N:5]=3)=[CH:34][CH:35]=2)[CH2:24][CH2:25]1. (9) Given the reactants [C:1]([NH:11][C@H:12]([C:17]([N:19]1[CH2:23][CH:22]=[CH:21][CH2:20]1)=[O:18])[CH2:13][CH:14]([CH3:16])[CH3:15])([O:3][CH2:4][C:5]1[CH:10]=[CH:9][CH:8]=[CH:7][CH:6]=1)=[O:2].ClC1C=C(C=CC=1)C(OO)=[O:29], predict the reaction product. The product is: [C:1]([NH:11][C@H:12]([C:17]([N:19]1[CH2:20][CH:21]2[O:29][CH:22]2[CH2:23]1)=[O:18])[CH2:13][CH:14]([CH3:16])[CH3:15])([O:3][CH2:4][C:5]1[CH:10]=[CH:9][CH:8]=[CH:7][CH:6]=1)=[O:2]. (10) The product is: [CH3:18][O:17][C:12]1[C:11]2[C:10]([OH:19])=[CH:9][C:8]3[C:20]([CH3:22])([CH3:21])[C:32]4[CH:31]=[C:30]([C:40]5[CH:15]=[CH:16][CH:7]=[CH:8][CH:9]=5)[CH:35]=[CH:34][C:33]=4[C:7]=3[C:16]=2[CH:15]=[CH:14][CH:13]=1. Given the reactants C1(C2C=CC=CC=2)C=CC([C:7]2[C:16]3[C:11](=[C:12]([O:17][CH3:18])[CH:13]=[CH:14][CH:15]=3)[C:10]([OH:19])=[CH:9][C:8]=2[C:20](O)([CH3:22])[CH3:21])=CC=1.[C:30]1([CH3:40])[CH:35]=[CH:34][C:33](S(O)(=O)=O)=[CH:32][CH:31]=1, predict the reaction product.